This data is from Full USPTO retrosynthesis dataset with 1.9M reactions from patents (1976-2016). The task is: Predict the reactants needed to synthesize the given product. (1) Given the product [C:1]([N:4]1[C:13]2[C:8](=[CH:9][C:10]([C:31]3[CH:30]=[N:29][N:28]([CH:25]4[CH2:27][CH2:26]4)[CH:32]=3)=[C:11]([N+:14]([O-:16])=[O:15])[CH:12]=2)[N:7]([C:18]([O:20][CH:21]([CH3:23])[CH3:22])=[O:19])[CH2:6][C@@H:5]1[CH3:24])(=[O:3])[CH3:2], predict the reactants needed to synthesize it. The reactants are: [C:1]([N:4]1[C:13]2[C:8](=[CH:9][C:10](Br)=[C:11]([N+:14]([O-:16])=[O:15])[CH:12]=2)[N:7]([C:18]([O:20][CH:21]([CH3:23])[CH3:22])=[O:19])[CH2:6][C@@H:5]1[CH3:24])(=[O:3])[CH3:2].[CH:25]1([N:28]2[CH:32]=[C:31](B3OC(C)(C)C(C)(C)O3)[CH:30]=[N:29]2)[CH2:27][CH2:26]1.C(=O)([O-])[O-].[Cs+].[Cs+].CC(C1C=C(C(C)C)C(C2C=CC=CC=2P(C2CCCCC2)C2CCCCC2)=C(C(C)C)C=1)C. (2) Given the product [CH2:38]([O:37][C:35]([NH:29][S:26]([C:23]1[CH:22]=[CH:21][C:20]([C:18](=[O:19])/[CH:17]=[CH:16]/[C:14]2[CH:15]=[C:10]([C:2]3[NH:1][C:9]4[C:4]([CH:3]=3)=[CH:5][CH:6]=[CH:7][CH:8]=4)[C:11]([O:32][CH3:33])=[CH:12][C:13]=2[O:30][CH3:31])=[CH:25][CH:24]=1)(=[O:28])=[O:27])=[O:36])[CH3:39], predict the reactants needed to synthesize it. The reactants are: [NH:1]1[C:9]2[C:4](=[CH:5][CH:6]=[CH:7][CH:8]=2)[CH:3]=[C:2]1[C:10]1[C:11]([O:32][CH3:33])=[CH:12][C:13]([O:30][CH3:31])=[C:14](/[CH:16]=[CH:17]/[C:18]([C:20]2[CH:25]=[CH:24][C:23]([S:26]([NH2:29])(=[O:28])=[O:27])=[CH:22][CH:21]=2)=[O:19])[CH:15]=1.Cl[C:35]([O:37][CH2:38][CH3:39])=[O:36].C([O-])([O-])=O.[K+].[K+]. (3) Given the product [CH3:22][C:23]1[N:10]([CH2:9][CH2:8][CH2:7][C:2]2([CH3:1])[O:3][CH2:4][CH2:5][O:6]2)[C:11]2[C:20]3[CH:19]=[CH:18][CH:17]=[CH:16][C:15]=3[N:14]=[CH:13][C:12]=2[N:21]=1, predict the reactants needed to synthesize it. The reactants are: [CH3:1][C:2]1([CH2:7][CH2:8][CH2:9][NH:10][C:11]2[C:20]3[C:15](=[CH:16][CH:17]=[CH:18][CH:19]=3)[N:14]=[CH:13][C:12]=2[NH2:21])[O:6][CH2:5][CH2:4][O:3]1.[C:22](OCC)(OCC)(OCC)[CH3:23]. (4) Given the product [CH2:15]([O:14][C:13]1[C:8]([C:6]([OH:7])=[O:5])=[N:9][C:10]([CH2:23][C:24]2([C:29]3[CH:34]=[CH:33][CH:32]=[CH:31][N:30]=3)[CH2:25][CH2:26][CH2:27][CH2:28]2)=[N:11][C:12]=1[OH:22])[C:16]1[CH:21]=[CH:20][CH:19]=[CH:18][CH:17]=1, predict the reactants needed to synthesize it. The reactants are: C([O:5][C:6]([C:8]1[C:13]([O:14][CH2:15][C:16]2[CH:21]=[CH:20][CH:19]=[CH:18][CH:17]=2)=[C:12]([OH:22])[N:11]=[C:10]([CH2:23][C:24]2([C:29]3[CH:34]=[CH:33][CH:32]=[CH:31][N:30]=3)[CH2:28][CH2:27][CH2:26][CH2:25]2)[N:9]=1)=[O:7])(C)(C)C.O[Li].O.C(OCC)(=O)C. (5) Given the product [NH3:17].[CH2:1]([O:8][C:9]1[CH:14]=[CH:13][C:12]([C@@H:15]([O:44][Si:45]([C:48]([CH3:51])([CH3:50])[CH3:49])([CH3:47])[CH3:46])[CH2:16][NH:17][CH2:18][CH2:19][CH2:20][CH2:21][CH2:22][CH2:23][CH2:24][CH2:25][CH2:26][N:27]2[CH2:32][CH2:31][CH:30]([N:33]([C:37]3[CH:42]=[CH:41][CH:40]=[CH:39][C:38]=3[C:61]3[CH:62]=[CH:63][C:58]([OH:57])=[C:59]([F:67])[CH:60]=3)[C:34](=[O:36])[O-:35])[CH2:29][CH2:28]2)=[CH:11][C:10]=1[NH:52][S:53]([CH3:56])(=[O:55])=[O:54])[C:2]1[CH:7]=[CH:6][CH:5]=[CH:4][CH:3]=1, predict the reactants needed to synthesize it. The reactants are: [CH2:1]([O:8][C:9]1[CH:14]=[CH:13][C:12]([C@@H:15]([O:44][Si:45]([C:48]([CH3:51])([CH3:50])[CH3:49])([CH3:47])[CH3:46])[CH2:16][NH:17][CH2:18][CH2:19][CH2:20][CH2:21][CH2:22][CH2:23][CH2:24][CH2:25][CH2:26][N:27]2[CH2:32][CH2:31][CH:30]([N:33]([C:37]3[CH:42]=[CH:41][CH:40]=[CH:39][C:38]=3Br)[C:34](=[O:36])[O-:35])[CH2:29][CH2:28]2)=[CH:11][C:10]=1[NH:52][S:53]([CH3:56])(=[O:55])=[O:54])[C:2]1[CH:7]=[CH:6][CH:5]=[CH:4][CH:3]=1.[OH:57][C:58]1[CH:63]=[CH:62][C:61](B(O)O)=[CH:60][C:59]=1[F:67].C(=O)([O-])[O-].[Na+].[Na+].C1(C)C=CC=CC=1P(C1C=CC=CC=1C)C1C=CC=CC=1C. (6) Given the product [Cl:8][C:6]1[N:5]=[C:4]([N:9]2[CH2:14][CH2:13][O:12][CH2:11][C@@H:10]2[CH3:15])[N:3]=[C:2]([C:24]2[CH:23]=[CH:22][C:21]([NH:20][C:18]([NH:17][CH3:16])=[O:19])=[CH:26][CH:25]=2)[N:7]=1, predict the reactants needed to synthesize it. The reactants are: Cl[C:2]1[N:7]=[C:6]([Cl:8])[N:5]=[C:4]([N:9]2[CH2:14][CH2:13][O:12][CH2:11][C@@H:10]2[CH3:15])[N:3]=1.[CH3:16][NH:17][C:18]([NH:20][C:21]1[CH:26]=[CH:25][C:24](B2OC(C)(C)C(C)(C)O2)=[CH:23][CH:22]=1)=[O:19].C([O-])([O-])=O.[Na+].[Na+]. (7) Given the product [F:12][C:13]1[CH:18]=[C:17]([F:19])[CH:16]=[CH:15][C:14]=1[CH:2]([N:6]1[CH2:11][CH2:10][CH2:9][CH2:8][CH2:7]1)[C:3]([OH:5])=[O:4], predict the reactants needed to synthesize it. The reactants are: O=[CH:2][C:3]([OH:5])=[O:4].[NH:6]1[CH2:11][CH2:10][CH2:9][CH2:8][CH2:7]1.[F:12][C:13]1[CH:18]=[C:17]([F:19])[CH:16]=[CH:15][C:14]=1B(O)O. (8) Given the product [CH2:1]([C:3]1[CH:4]=[C:5]([C:11]2[CH:12]=[C:13]3[C:17](=[CH:18][CH:19]=2)[C:16](=[O:20])[CH:15]([CH2:21][C:22]([NH:24][CH2:25][C:26]2[CH:27]=[N:28][CH:29]=[CH:30][CH:31]=2)=[O:23])[CH2:14]3)[CH:6]=[CH:7][C:8]=1[OH:9])[CH3:2], predict the reactants needed to synthesize it. The reactants are: [CH2:1]([C:3]1[CH:4]=[C:5]([C:11]2[CH:12]=[C:13]3[C:17](=[CH:18][CH:19]=2)[C:16](=[O:20])[CH:15]([CH2:21][C:22]([NH:24][CH2:25][C:26]2[CH:27]=[N:28][CH:29]=[CH:30][CH:31]=2)=[O:23])[CH2:14]3)[CH:6]=[CH:7][C:8]=1[O:9]C)[CH3:2].B(Br)(Br)Br.CCOC(C)=O.O.